From a dataset of Reaction yield outcomes from USPTO patents with 853,638 reactions. Predict the reaction yield, written as a fraction of the theoretical maximum amount of product (1.0 means a 100% yield; for example, 0.34 means a 34% yield). (1) The reactants are Br[C:2]1[CH:7]=[CH:6][N:5]2[CH:8]=[C:9]([C:11]3[CH:16]=[CH:15][C:14]([O:17][CH3:18])=[CH:13][CH:12]=3)[N:10]=[C:4]2[CH:3]=1.Cl.[F:20][CH2:21][CH2:22][N:23]1[CH2:28][CH2:27][NH:26][CH2:25][CH2:24]1. No catalyst specified. The product is [F:20][CH2:21][CH2:22][N:23]1[CH2:28][CH2:27][N:26]([C:2]2[CH:7]=[CH:6][N:5]3[CH:8]=[C:9]([C:11]4[CH:16]=[CH:15][C:14]([O:17][CH3:18])=[CH:13][CH:12]=4)[N:10]=[C:4]3[CH:3]=2)[CH2:25][CH2:24]1. The yield is 0.220. (2) The reactants are [C:1]12([CH2:11][C:12]([OH:14])=[O:13])[CH2:10][CH:5]3[CH2:6][CH:7]([CH2:9][CH:3]([CH2:4]3)[CH2:2]1)[CH2:8]2.CN(C)C=O.C1C(=O)N([Br:27])C(=O)C1.CCCCCCC. The catalyst is S(Cl)(Cl)=O.C(#N)C.O. The product is [Br:27][CH:11]([C:1]12[CH2:10][CH:5]3[CH2:6][CH:7]([CH2:9][CH:3]([CH2:4]3)[CH2:2]1)[CH2:8]2)[C:12]([OH:14])=[O:13]. The yield is 0.660. (3) The reactants are [C:1]([O:5][C:6]([N:8]1[CH2:13][CH2:12][CH:11]([C:14]2[CH:19]=[CH:18][C:17]([NH2:20])=[C:16](Br)[N:15]=2)[CH2:10][CH2:9]1)=[O:7])([CH3:4])([CH3:3])[CH3:2].[C:22]1(B(O)O)[CH2:27][CH2:26][CH2:25][CH2:24][CH:23]=1. The catalyst is CCO.C1(C)C=CC=CC=1.C([O-])([O-])=O.[Na+].[Na+].CCOCC.[Cl-].[Na+].O.C1C=CC([P]([Pd]([P](C2C=CC=CC=2)(C2C=CC=CC=2)C2C=CC=CC=2)([P](C2C=CC=CC=2)(C2C=CC=CC=2)C2C=CC=CC=2)[P](C2C=CC=CC=2)(C2C=CC=CC=2)C2C=CC=CC=2)(C2C=CC=CC=2)C2C=CC=CC=2)=CC=1. The product is [C:1]([O:5][C:6]([N:8]1[CH2:13][CH2:12][CH:11]([C:14]2[CH:19]=[CH:18][C:17]([NH2:20])=[C:16]([C:22]3[CH2:27][CH2:26][CH2:25][CH2:24][CH:23]=3)[N:15]=2)[CH2:10][CH2:9]1)=[O:7])([CH3:4])([CH3:3])[CH3:2]. The yield is 0.740. (4) The reactants are [F:1][C:2]1[CH:7]=[CH:6][C:5]([CH2:8][C:9]([N:11]2[CH2:15][CH:14]([O:16][CH3:17])[CH2:13][N:12]2[C:18]([C:20]2[CH:25]=[CH:24][N:23]=[C:22]([S:26][CH3:27])[N:21]=2)=O)=[O:10])=[CH:4][CH:3]=1.CN(C)C=O.O1CCCC1.[H-].[Na+]. The catalyst is CN(C)C=O. The product is [F:1][C:2]1[CH:7]=[CH:6][C:5]([C:8]2[C:9](=[O:10])[N:11]3[CH2:15][CH:14]([O:16][CH3:17])[CH2:13][N:12]3[C:18]=2[C:20]2[CH:25]=[CH:24][N:23]=[C:22]([S:26][CH3:27])[N:21]=2)=[CH:4][CH:3]=1. The yield is 0.570. (5) The yield is 0.756. The catalyst is O.CO.C(O)C. The reactants are [OH-].[Na+].[C:3]([C:6]1[CH:11]=[CH:10][CH:9]=[CH:8][CH:7]=1)(=[O:5])[CH3:4].[Br:12][C:13]1[CH:14]=[C:15]([CH:18]=[CH:19][CH:20]=1)[CH:16]=O. The product is [Br:12][C:13]1[CH:14]=[C:15]([CH:18]=[CH:19][CH:20]=1)[CH:16]=[CH:4][C:3]([C:6]1[CH:11]=[CH:10][CH:9]=[CH:8][CH:7]=1)=[O:5]. (6) The reactants are [OH:1][C:2]1[C:10]([CH:11]=[O:12])=[C:9]2[C:5]([CH:6]=[N:7][NH:8]2)=[CH:4][CH:3]=1.Cl[CH2:14][C:15]1[CH2:20][CH2:19][O:18][CH2:17][C:16]=1[C:21]1[N:25]([CH:26]([CH3:28])[CH3:27])[N:24]=[CH:23][CH:22]=1.C(=O)([O-])[O-].[K+].[K+]. The catalyst is CN(C=O)C. The product is [CH:26]([N:25]1[C:21]([C:16]2[CH2:17][O:18][CH2:19][CH2:20][C:15]=2[CH2:14][O:1][C:2]2[C:10]([CH:11]=[O:12])=[C:9]3[C:5]([CH:6]=[N:7][NH:8]3)=[CH:4][CH:3]=2)=[CH:22][CH:23]=[N:24]1)([CH3:28])[CH3:27]. The yield is 0.310. (7) The reactants are [CH2:1]1[C:4]2([CH2:43][O:42][C:7]3([CH2:12][CH2:11][CH:10]([N:13]4[C:18](=[O:19])[C:17]([CH2:20][C:21]5[CH:26]=[CH:25][C:24]([C:27]6[C:28]([C:33]#[N:34])=[CH:29][CH:30]=[CH:31][CH:32]=6)=[CH:23][C:22]=5[F:35])=[C:16]([CH2:36][CH2:37][CH3:38])[N:15]5[N:39]=[CH:40][N:41]=[C:14]45)[CH2:9][CH2:8]3)[O:6][CH2:5]2)[CH2:3][CH2:2]1.[C:44]([BH3-])#N.[Na+].CC(OI1(OC(C)=O)(OC(C)=O)OC(=O)C2C1=CC=CC=2)=O.C(=O)([O-])O.[Na+].S([O-])([O-])(=O)=S.[Na+].[Na+].C[Mg]Br.[Cl-].[NH4+]. The catalyst is C(OCC)(=O)C.C(#N)C.O1CCCC1. The product is [F:35][C:22]1[CH:23]=[C:24]([C:27]2[C:28]([C:33]#[N:34])=[CH:29][CH:30]=[CH:31][CH:32]=2)[CH:25]=[CH:26][C:21]=1[CH2:20][C:17]1[C:18](=[O:19])[N:13]([C@H:10]2[CH2:9][CH2:8][C@H:7]([O:6][CH2:5][C:4]3([CH:43]([OH:42])[CH3:44])[CH2:3][CH2:2][CH2:1]3)[CH2:12][CH2:11]2)[C:14]2[N:15]([N:39]=[CH:40][N:41]=2)[C:16]=1[CH2:36][CH2:37][CH3:38]. The yield is 0.190. (8) The product is [CH3:1][C:2]1[CH:6]=[C:5]([N:7]2[CH2:11][CH2:10][N:9]([CH2:12][CH2:13][O:14][C:31]3[CH:36]=[CH:35][CH:34]=[CH:33][CH:32]=3)[C:8]2=[O:25])[S:4][C:3]=1[C:26]([O:28][CH2:29][CH3:30])=[O:27]. The reactants are [CH3:1][C:2]1[CH:6]=[C:5]([N:7]2[CH2:11][CH2:10][N:9]([CH2:12][CH2:13][O:14]S(C3C=CC(C)=CC=3)(=O)=O)[C:8]2=[O:25])[S:4][C:3]=1[C:26]([O:28][CH2:29][CH3:30])=[O:27].[C:31]1(O)[CH:36]=[CH:35][CH:34]=[CH:33][CH:32]=1.C(=O)([O-])[O-].[K+].[K+]. The yield is 0.720. The catalyst is CN(C)C=O. (9) The reactants are [N:1]1([C:7]2[CH:12]=[CH:11][C:10]([N+:13]([O-])=O)=[CH:9][C:8]=2[C:16]#[C:17][C:18]2[CH:19]=[C:20]([NH:24][C:25](=[O:31])[O:26][C:27]([CH3:30])([CH3:29])[CH3:28])[CH:21]=[CH:22][CH:23]=2)[CH2:6][CH2:5][O:4][CH2:3][CH2:2]1. The catalyst is CO.[Pd]. The product is [NH2:13][C:10]1[CH:11]=[CH:12][C:7]([N:1]2[CH2:2][CH2:3][O:4][CH2:5][CH2:6]2)=[C:8]([CH2:16][CH2:17][C:18]2[CH:19]=[C:20]([NH:24][C:25](=[O:31])[O:26][C:27]([CH3:30])([CH3:29])[CH3:28])[CH:21]=[CH:22][CH:23]=2)[CH:9]=1. The yield is 0.920. (10) The reactants are [F:1][C:2]1[C:7]([F:8])=[CH:6][C:5]([C:9]2([CH2:24]O)[C:17]3[C:12](=[CH:13][CH:14]=[CH:15][CH:16]=3)[N:11]([CH2:18][CH2:19][CH2:20][CH2:21][CH3:22])[C:10]2=[O:23])=[C:4]([OH:26])[CH:3]=1.C1(CCN2C3C(=CC=CC=3)C(C3C(O)=CC4OCOC=4C=3)(CO)C2=O)CC1. No catalyst specified. The product is [F:8][C:7]1[C:2]([F:1])=[CH:3][C:4]2[O:26][CH2:24][C:9]3([C:17]4[C:12](=[CH:13][CH:14]=[CH:15][CH:16]=4)[N:11]([CH2:18][CH2:19][CH2:20][CH2:21][CH3:22])[C:10]3=[O:23])[C:5]=2[CH:6]=1. The yield is 0.710.